From a dataset of Reaction yield outcomes from USPTO patents with 853,638 reactions. Predict the reaction yield, written as a fraction of the theoretical maximum amount of product (1.0 means a 100% yield; for example, 0.34 means a 34% yield). (1) The reactants are C(OC([N:8]1[CH2:13][CH2:12][CH:11]([N:14]2[C:19](=[O:20])[CH2:18][O:17][C:16]3[CH:21]=[CH:22][CH:23]=[N:24][C:15]2=3)[CH2:10][CH2:9]1)=O)(C)(C)C.C(O)(C(F)(F)F)=O. The catalyst is C(Cl)Cl. The product is [NH:8]1[CH2:9][CH2:10][CH:11]([N:14]2[C:19](=[O:20])[CH2:18][O:17][C:16]3[CH:21]=[CH:22][CH:23]=[N:24][C:15]2=3)[CH2:12][CH2:13]1. The yield is 0.940. (2) The reactants are [CH2:1]([N:5]([CH2:24][CH:25]([CH3:27])[CH3:26])[C:6]1[CH:11]=[CH:10][C:9]([C:12]2[CH:17]=[CH:16][CH:15]=[CH:14][C:13]=2[C:18]2[NH:22][N:21]=[N:20][N:19]=2)=[CH:8][C:7]=1[NH2:23])[CH:2]([CH3:4])[CH3:3].CCN(CC)CC.[C:35](Cl)(=O)[O:36]C1C=CC([N+]([O-])=O)=CC=1.[S:48]1[CH:52]=[CH:51][N:50]=[C:49]1[NH2:53]. The catalyst is C(Cl)Cl. The product is [CH2:1]([N:5]([CH2:24][CH:25]([CH3:27])[CH3:26])[C:6]1[CH:11]=[CH:10][C:9]([C:12]2[CH:17]=[CH:16][CH:15]=[CH:14][C:13]=2[C:18]2[NH:22][N:21]=[N:20][N:19]=2)=[CH:8][C:7]=1[NH:23][C:35]([NH:53][C:49]1[S:48][CH:52]=[CH:51][N:50]=1)=[O:36])[CH:2]([CH3:4])[CH3:3]. The yield is 0.310.